From a dataset of NCI-60 drug combinations with 297,098 pairs across 59 cell lines. Regression. Given two drug SMILES strings and cell line genomic features, predict the synergy score measuring deviation from expected non-interaction effect. (1) Drug 1: CC1CCC2CC(C(=CC=CC=CC(CC(C(=O)C(C(C(=CC(C(=O)CC(OC(=O)C3CCCCN3C(=O)C(=O)C1(O2)O)C(C)CC4CCC(C(C4)OC)O)C)C)O)OC)C)C)C)OC. Drug 2: C1C(C(OC1N2C=NC3=C2NC=NCC3O)CO)O. Cell line: HCT116. Synergy scores: CSS=8.48, Synergy_ZIP=-6.87, Synergy_Bliss=-3.73, Synergy_Loewe=-2.16, Synergy_HSA=-2.43. (2) Drug 2: CC1=C(C(CCC1)(C)C)C=CC(=CC=CC(=CC(=O)O)C)C. Drug 1: COC1=C(C=C2C(=C1)N=CN=C2NC3=CC(=C(C=C3)F)Cl)OCCCN4CCOCC4. Synergy scores: CSS=14.5, Synergy_ZIP=-4.12, Synergy_Bliss=2.98, Synergy_Loewe=0.295, Synergy_HSA=0.0128. Cell line: SK-MEL-28. (3) Drug 1: CNC(=O)C1=CC=CC=C1SC2=CC3=C(C=C2)C(=NN3)C=CC4=CC=CC=N4. Drug 2: C1CCC(C1)C(CC#N)N2C=C(C=N2)C3=C4C=CNC4=NC=N3. Cell line: A549. Synergy scores: CSS=19.9, Synergy_ZIP=-5.68, Synergy_Bliss=2.35, Synergy_Loewe=1.01, Synergy_HSA=2.56. (4) Drug 1: C1=CC=C(C=C1)NC(=O)CCCCCCC(=O)NO. Drug 2: C1=CC=C(C(=C1)C(C2=CC=C(C=C2)Cl)C(Cl)Cl)Cl. Cell line: T-47D. Synergy scores: CSS=18.8, Synergy_ZIP=-4.06, Synergy_Bliss=1.87, Synergy_Loewe=-8.74, Synergy_HSA=-0.282. (5) Drug 1: C1CN1P(=S)(N2CC2)N3CC3. Drug 2: C1CN(P(=O)(OC1)NCCCl)CCCl. Cell line: UACC-257. Synergy scores: CSS=3.33, Synergy_ZIP=-1.80, Synergy_Bliss=-1.27, Synergy_Loewe=-12.6, Synergy_HSA=-1.01. (6) Cell line: SN12C. Synergy scores: CSS=32.6, Synergy_ZIP=-4.63, Synergy_Bliss=-6.55, Synergy_Loewe=-13.2, Synergy_HSA=-4.60. Drug 2: CC(C1=C(C=CC(=C1Cl)F)Cl)OC2=C(N=CC(=C2)C3=CN(N=C3)C4CCNCC4)N. Drug 1: CC1=C2C(C(=O)C3(C(CC4C(C3C(C(C2(C)C)(CC1OC(=O)C(C(C5=CC=CC=C5)NC(=O)OC(C)(C)C)O)O)OC(=O)C6=CC=CC=C6)(CO4)OC(=O)C)OC)C)OC. (7) Drug 1: CN1C(=O)N2C=NC(=C2N=N1)C(=O)N. Drug 2: CC1C(C(CC(O1)OC2CC(OC(C2O)C)OC3=CC4=CC5=C(C(=O)C(C(C5)C(C(=O)C(C(C)O)O)OC)OC6CC(C(C(O6)C)O)OC7CC(C(C(O7)C)O)OC8CC(C(C(O8)C)O)(C)O)C(=C4C(=C3C)O)O)O)O. Cell line: NCI-H460. Synergy scores: CSS=14.0, Synergy_ZIP=-0.187, Synergy_Bliss=-0.926, Synergy_Loewe=-0.715, Synergy_HSA=-0.643. (8) Drug 1: CN1CCC(CC1)COC2=C(C=C3C(=C2)N=CN=C3NC4=C(C=C(C=C4)Br)F)OC. Drug 2: CC1CCC2CC(C(=CC=CC=CC(CC(C(=O)C(C(C(=CC(C(=O)CC(OC(=O)C3CCCCN3C(=O)C(=O)C1(O2)O)C(C)CC4CCC(C(C4)OC)O)C)C)O)OC)C)C)C)OC. Cell line: SF-268. Synergy scores: CSS=24.7, Synergy_ZIP=6.55, Synergy_Bliss=6.58, Synergy_Loewe=-10.5, Synergy_HSA=3.93.